From a dataset of Full USPTO retrosynthesis dataset with 1.9M reactions from patents (1976-2016). Predict the reactants needed to synthesize the given product. (1) Given the product [CH3:1][C:2]1([CH3:23])[C:11]2[C:6](=[CH:7][CH:8]=[C:9]([C:12]([F:15])([F:13])[F:14])[CH:10]=2)[NH:5][CH:4]([C:16]2[CH:17]=[C:18]([NH:22][S:37]([C:33]3[CH:34]=[CH:35][CH:36]=[C:31]([F:30])[CH:32]=3)(=[O:39])=[O:38])[CH:19]=[CH:20][CH:21]=2)[CH2:3]1, predict the reactants needed to synthesize it. The reactants are: [CH3:1][C:2]1([CH3:23])[C:11]2[C:6](=[CH:7][CH:8]=[C:9]([C:12]([F:15])([F:14])[F:13])[CH:10]=2)[NH:5][CH:4]([C:16]2[CH:17]=[C:18]([NH2:22])[CH:19]=[CH:20][CH:21]=2)[CH2:3]1.N1C=CC=CC=1.[F:30][C:31]1[CH:32]=[C:33]([S:37](Cl)(=[O:39])=[O:38])[CH:34]=[CH:35][CH:36]=1. (2) Given the product [C:21]1([C:18]2[CH:19]=[CH:20][C:14]3[O:13][C:12]([C:8]4[CH:7]=[C:6]([CH:5]=[CH:4][C:3]([OH:27])=[O:2])[CH:11]=[CH:10][CH:9]=4)=[N:16][C:15]=3[CH:17]=2)[CH:22]=[CH:23][CH:24]=[CH:25][CH:26]=1, predict the reactants needed to synthesize it. The reactants are: C[O:2][C:3](=[O:27])[CH:4]=[CH:5][C:6]1[CH:11]=[CH:10][CH:9]=[C:8]([C:12]2[O:13][C:14]3[CH:20]=[CH:19][C:18]([C:21]4[CH:26]=[CH:25][CH:24]=[CH:23][CH:22]=4)=[CH:17][C:15]=3[N:16]=2)[CH:7]=1.CO.[OH-].[Na+]. (3) Given the product [C:1]([C:5]1[CH:9]=[C:8]([NH:10][C:11]([NH:13][C:14]2[CH:19]=[CH:18][CH:17]=[C:16]([Cl:20])[C:15]=2[Cl:21])=[O:12])[N:7]([C:22]2[CH:23]=[C:24]3[C:28](=[CH:29][CH:30]=2)[NH:27][N:26]=[CH:25]3)[N:6]=1)([CH3:4])([CH3:2])[CH3:3], predict the reactants needed to synthesize it. The reactants are: [C:1]([C:5]1[CH:9]=[C:8]([NH:10][C:11]([NH:13][C:14]2[CH:19]=[CH:18][CH:17]=[C:16]([Cl:20])[C:15]=2[Cl:21])=[O:12])[N:7]([C:22]2[CH:23]=[C:24]3[C:28](=[CH:29][CH:30]=2)[N:27](C(OC(C)(C)C)=O)[N:26]=[CH:25]3)[N:6]=1)([CH3:4])([CH3:3])[CH3:2].Cl.CCO.Cl. (4) Given the product [N+:1]([C:4]1[CH:9]=[CH:8][C:7]([C:10]([CH3:11])([CH3:13])[CH3:12])=[CH:6][C:5]=1[O:14][CH3:15])([O-:3])=[O:2], predict the reactants needed to synthesize it. The reactants are: [N+:1]([C:4]1[CH:9]=[CH:8][C:7]([C:10]([CH3:13])([CH3:12])[CH3:11])=[CH:6][C:5]=1[OH:14])([O-:3])=[O:2].[C:15]([O-])([O-])=O.[K+].[K+].IC.O. (5) The reactants are: [NH2:1][C:2]1[N:10]=[C:9]([O:11][CH2:12][CH2:13][CH2:14][CH3:15])[N:8]=[C:7]2[C:3]=1[N:4]=[C:5]([O:35][CH3:36])[N:6]2[CH2:16][CH2:17][CH2:18][CH:19]1[CH2:24][CH2:23][CH2:22][CH2:21][N:20]1[C:25]([O:27][CH2:28][C:29]1[CH:34]=[CH:33][CH:32]=[CH:31][CH:30]=1)=[O:26].F[C:38](F)(F)C(O)=O.C(OC1N=C2C(N=C(OC)N2)=C(N)N=1)CCC.BrCCCCC1CCCN(C(OCC2C=CC=CC=2)=O)C1. Given the product [NH2:1][C:2]1[N:10]=[C:9]([O:11][CH2:12][CH2:13][CH2:14][CH3:15])[N:8]=[C:7]2[C:3]=1[N:4]=[C:5]([O:35][CH3:36])[N:6]2[CH2:16][CH2:17][CH2:18][CH2:19][CH:24]1[CH2:23][CH2:22][CH2:21][N:20]([C:25]([O:27][CH2:28][C:29]2[CH:34]=[CH:33][CH:32]=[CH:31][CH:30]=2)=[O:26])[CH2:38]1, predict the reactants needed to synthesize it. (6) Given the product [ClH:32].[NH2:4][C:5]1[N:6]=[C:7]2[CH:12]=[CH:11][C:10]([O:13][C:14]3[CH:15]=[CH:16][C:17]([CH3:30])=[C:18]([NH:20][C:21]([C:23]4[N:27]([CH3:28])[N:26]=[C:25]([CH3:29])[CH:24]=4)=[O:22])[CH:19]=3)=[N:9][N:8]2[CH:31]=1, predict the reactants needed to synthesize it. The reactants are: C([NH:4][C:5]1[N:6]=[C:7]2[CH:12]=[CH:11][C:10]([O:13][C:14]3[CH:15]=[CH:16][C:17]([CH3:30])=[C:18]([NH:20][C:21]([C:23]4[N:27]([CH3:28])[N:26]=[C:25]([CH3:29])[CH:24]=4)=[O:22])[CH:19]=3)=[N:9][N:8]2[CH:31]=1)(=O)C.[ClH:32].C(OCC)(=O)C.